Dataset: Peptide-MHC class I binding affinity with 185,985 pairs from IEDB/IMGT. Task: Regression. Given a peptide amino acid sequence and an MHC pseudo amino acid sequence, predict their binding affinity value. This is MHC class I binding data. (1) The peptide sequence is FLRGRAYGI. The MHC is HLA-B40:01 with pseudo-sequence HLA-B40:01. The binding affinity (normalized) is 0. (2) The peptide sequence is YEPEMQAQV. The MHC is HLA-B39:01 with pseudo-sequence HLA-B39:01. The binding affinity (normalized) is 0.0847. (3) The peptide sequence is TTDDLVKSY. The MHC is HLA-A11:01 with pseudo-sequence HLA-A11:01. The binding affinity (normalized) is 0.388. (4) The MHC is HLA-A11:01 with pseudo-sequence HLA-A11:01. The binding affinity (normalized) is 0.227. The peptide sequence is RYPGVMYAF.